From a dataset of CYP3A4 inhibition data for predicting drug metabolism from PubChem BioAssay. Regression/Classification. Given a drug SMILES string, predict its absorption, distribution, metabolism, or excretion properties. Task type varies by dataset: regression for continuous measurements (e.g., permeability, clearance, half-life) or binary classification for categorical outcomes (e.g., BBB penetration, CYP inhibition). Dataset: cyp3a4_veith. (1) The compound is COC(=O)N1CCC[C@@]2(CCN(c3ccncc3)C2)C1. The result is 1 (inhibitor). (2) The compound is Cc1ccc2c(c1)N(CCC(=O)N1CCC3(CC1)OCCO3)C(=O)C(C)O2. The result is 1 (inhibitor). (3) The compound is Cc1cc(Cc2cc(C)c(N)cc2N)c(N)cc1N. The result is 0 (non-inhibitor).